Regression. Given two drug SMILES strings and cell line genomic features, predict the synergy score measuring deviation from expected non-interaction effect. From a dataset of NCI-60 drug combinations with 297,098 pairs across 59 cell lines. Drug 1: CC1CCC2CC(C(=CC=CC=CC(CC(C(=O)C(C(C(=CC(C(=O)CC(OC(=O)C3CCCCN3C(=O)C(=O)C1(O2)O)C(C)CC4CCC(C(C4)OC)O)C)C)O)OC)C)C)C)OC. Drug 2: CC12CCC3C(C1CCC2O)C(CC4=C3C=CC(=C4)O)CCCCCCCCCS(=O)CCCC(C(F)(F)F)(F)F. Cell line: COLO 205. Synergy scores: CSS=-5.77, Synergy_ZIP=4.95, Synergy_Bliss=2.77, Synergy_Loewe=-6.92, Synergy_HSA=-6.49.